From a dataset of Reaction yield outcomes from USPTO patents with 853,638 reactions. Predict the reaction yield, written as a fraction of the theoretical maximum amount of product (1.0 means a 100% yield; for example, 0.34 means a 34% yield). (1) The reactants are [CH3:1][O:2][CH:3]([CH:37]1[CH2:42][CH2:41][NH:40][CH2:39][CH2:38]1)[C:4]1[CH:32]=[CH:31][C:30]([C:33]([F:36])([F:35])[F:34])=[CH:29][C:5]=1[CH2:6][N:7]([CH2:14][C:15]1[CH:20]=[C:19]([C:21]([F:24])([F:23])[F:22])[CH:18]=[C:17]([C:25]([F:28])([F:27])[F:26])[CH:16]=1)[C:8]1[N:9]=[N:10][N:11]([CH3:13])[N:12]=1.CCN(C(C)C)C(C)C.[C:52](Cl)(Cl)=[O:53].C1(C)C=CC=CC=1.N.[CH2:64]([OH:66])[CH3:65]. The catalyst is C(Cl)Cl. The product is [CH2:64]([O:66][C:52]([N:40]1[CH2:39][CH2:38][CH:37]([CH:3]([C:4]2[CH:32]=[CH:31][C:30]([C:33]([F:36])([F:35])[F:34])=[CH:29][C:5]=2[CH2:6][N:7]([CH2:14][C:15]2[CH:20]=[C:19]([C:21]([F:24])([F:23])[F:22])[CH:18]=[C:17]([C:25]([F:28])([F:27])[F:26])[CH:16]=2)[C:8]2[N:9]=[N:10][N:11]([CH3:13])[N:12]=2)[O:2][CH3:1])[CH2:42][CH2:41]1)=[O:53])[CH3:65]. The yield is 0.340. (2) The reactants are [CH3:1][C:2]1([C:7]2[CH:12]=[CH:11][CH:10]=[CH:9][CH:8]=2)OCC[O:3]1.S([O-])(OCCCCCCCCCCCC)(=O)=O.[Na+].O.C1(C)C=CC(S(O)(=O)=O)=CC=1.[H-].[H-].[H-].[H-].[Li+].[Al+3]. The catalyst is O.C(OCC)C. The product is [C:7]1([CH:2]([OH:3])[CH3:1])[CH:12]=[CH:11][CH:10]=[CH:9][CH:8]=1. The yield is 0.890. (3) The product is [CH:41]1[C:40]2[CH:39]([CH2:38][O:37][C:35]([NH:22][C@H:23]([C:32]([N:7]([C@@H:5]([CH3:6])[CH:4]([O:3][CH2:1][CH3:2])[O:19][CH2:20][CH3:21])[CH2:8][C:9]3[C:18]4[C:13](=[CH:14][CH:15]=[CH:16][CH:17]=4)[CH:12]=[CH:11][CH:10]=3)=[O:33])[CH2:24][C:25]([O:26][C:27]([CH3:28])([CH3:30])[CH3:29])=[O:31])=[O:36])[C:51]3[C:46](=[CH:47][CH:48]=[CH:49][CH:50]=3)[C:45]=2[CH:44]=[CH:43][CH:42]=1. The catalyst is CN(C=O)C.CC(=O)OCC.O. The reactants are [CH2:1]([O:3][CH:4]([O:19][CH2:20][CH3:21])[C@@H:5]([NH:7][CH2:8][C:9]1[C:18]2[C:13](=[CH:14][CH:15]=[CH:16][CH:17]=2)[CH:12]=[CH:11][CH:10]=1)[CH3:6])[CH3:2].[NH:22]([C:35]([O:37][CH2:38][CH:39]1[C:51]2[C:46](=[CH:47][CH:48]=[CH:49][CH:50]=2)[C:45]2[C:40]1=[CH:41][CH:42]=[CH:43][CH:44]=2)=[O:36])[C@H:23]([C:32](O)=[O:33])[CH2:24][C:25](=[O:31])[O:26][C:27]([CH3:30])([CH3:29])[CH3:28].CN(C(ON1N=NC2C=CC=NC1=2)=[N+](C)C)C.F[P-](F)(F)(F)(F)F.CCN(C(C)C)C(C)C. The yield is 0.640. (4) The product is [CH3:13][C:14]1[N:51]=[C:17]2[N:18]([C:41]3[CH:42]=[CH:43][C:44]4[O:48][CH:47]([CH3:49])[CH2:46][C:45]=4[CH:50]=3)[C:19](=[O:40])[C:20]([CH2:25][C:26]3[CH:27]=[CH:28][C:29]([C:32]4[CH:37]=[CH:36][CH:35]=[CH:34][C:33]=4[C:38]4[NH:3][C:4](=[O:7])[O:5][N:39]=4)=[CH:30][CH:31]=3)=[C:21]([CH2:22][CH2:23][CH3:24])[N:16]2[N:15]=1. The reactants are [Cl-].O[NH3+:3].[C:4](=[O:7])([O-])[OH:5].[Na+].CS(C)=O.[CH3:13][C:14]1[N:51]=[C:17]2[N:18]([C:41]3[CH:42]=[CH:43][C:44]4[O:48][CH:47]([CH3:49])[CH2:46][C:45]=4[CH:50]=3)[C:19](=[O:40])[C:20]([CH2:25][C:26]3[CH:31]=[CH:30][C:29]([C:32]4[C:33]([C:38]#[N:39])=[CH:34][CH:35]=[CH:36][CH:37]=4)=[CH:28][CH:27]=3)=[C:21]([CH2:22][CH2:23][CH3:24])[N:16]2[N:15]=1. The yield is 0.500. The catalyst is C(OCC)(=O)C.